Predict the reactants needed to synthesize the given product. From a dataset of Full USPTO retrosynthesis dataset with 1.9M reactions from patents (1976-2016). (1) Given the product [CH3:21][S:18]([C:13]1[C:12]2[C:11]3[N:22]=[CH:23][C:24]([C:26]4[N:30]([CH3:31])[N:29]=[N:28][C:27]=4[CH3:32])=[CH:25][C:10]=3[N:9]([C@@H:8]([CH:33]3[CH2:38][CH2:37][O:36][CH2:35][CH2:34]3)[C:5]3[CH:4]=[CH:3][CH:2]=[CH:7][CH:6]=3)[C:17]=2[CH:16]=[CH:15][CH:14]=1)(=[O:20])=[O:19], predict the reactants needed to synthesize it. The reactants are: F[C:2]1[CH:7]=[CH:6][C:5]([C@H:8]([CH:33]2[CH2:38][CH2:37][O:36][CH2:35][CH2:34]2)[N:9]2[C:17]3[CH:16]=[CH:15][CH:14]=[C:13]([S:18]([CH3:21])(=[O:20])=[O:19])[C:12]=3[C:11]3[N:22]=[CH:23][C:24]([C:26]4[N:30]([CH3:31])[N:29]=[N:28][C:27]=4[CH3:32])=[CH:25][C:10]2=3)=[CH:4][CH:3]=1.CN1C(C2C=NC3C4C(S(C)(=O)=O)=CC=CC=4NC=3C=2)=C(C)N=N1.C1([C@@H](C2CCOCC2)O)C=CC=CC=1. (2) Given the product [N:1]1[C:10]2[C:5](=[C:6]([NH:11][C:20]([NH:19][CH2:18][C:17]3[CH:16]=[CH:15][C:14]([C:13]([F:12])([F:25])[F:24])=[CH:23][CH:22]=3)=[O:21])[CH:7]=[CH:8][CH:9]=2)[CH:4]=[CH:3][N:2]=1, predict the reactants needed to synthesize it. The reactants are: [N:1]1[C:10]2[CH:9]=[CH:8][CH:7]=[C:6]([NH2:11])[C:5]=2[CH:4]=[CH:3][N:2]=1.[F:12][C:13]([F:25])([F:24])[C:14]1[CH:23]=[CH:22][C:17]([CH2:18][N:19]=[C:20]=[O:21])=[CH:16][CH:15]=1. (3) Given the product [NH2:1][C:2]1[N:6]([C:7]2[CH:8]=[C:9]([CH:16]=[CH:17][C:18]=2[CH3:19])[C:10]([NH:12][CH:13]2[CH2:14][CH2:15]2)=[O:11])[N:5]=[CH:4][C:3]=1[C:23](=[O:30])[C:24]1[CH:25]=[CH:26][CH:27]=[CH:28][CH:29]=1, predict the reactants needed to synthesize it. The reactants are: [NH2:1][C:2]1[N:6]([C:7]2[CH:8]=[C:9]([CH:16]=[CH:17][C:18]=2[CH3:19])[C:10]([NH:12][CH:13]2[CH2:15][CH2:14]2)=[O:11])[N:5]=[C:4](OCC)[C:3]=1[C:23](=[O:30])[C:24]1[CH:29]=[CH:28][CH:27]=[CH:26][CH:25]=1.CCN=C=NCCCN(C)C.C1C=CC2N(O)N=NC=2C=1.C(N(C(C)C)CC)(C)C.C1(N)CC1.